Predict which catalyst facilitates the given reaction. From a dataset of Catalyst prediction with 721,799 reactions and 888 catalyst types from USPTO. (1) Reactant: [CH:1]([N:14]1[CH2:19][CH2:18][NH:17][CH2:16][CH2:15]1)([C:8]1[CH:13]=[CH:12][CH:11]=[CH:10][CH:9]=1)[C:2]1[CH:7]=[CH:6][CH:5]=[CH:4][CH:3]=1.CN(C)C=O.Cl[CH2:26][CH2:27][OH:28].C(=O)([O-])[O-].[K+].[K+]. Product: [CH:1]([N:14]1[CH2:19][CH2:18][N:17]([CH2:26][CH2:27][OH:28])[CH2:16][CH2:15]1)([C:8]1[CH:13]=[CH:12][CH:11]=[CH:10][CH:9]=1)[C:2]1[CH:7]=[CH:6][CH:5]=[CH:4][CH:3]=1. The catalyst class is: 11. (2) Reactant: [CH3:1][O:2][C:3]1[CH:12]=[C:11]2[C:6]([NH:7][C:8](=O)[C:9](=[O:22])[N:10]2[CH2:13][C:14]2[CH:19]=[CH:18][C:17]([O:20][CH3:21])=[CH:16][CH:15]=2)=[CH:5][C:4]=1[C:24]([O:26][CH3:27])=[O:25].O=P(Cl)(Cl)[Cl:30]. Product: [Cl:30][C:8]1[C:9](=[O:22])[N:10]([CH2:13][C:14]2[CH:19]=[CH:18][C:17]([O:20][CH3:21])=[CH:16][CH:15]=2)[C:11]2[C:6]([N:7]=1)=[CH:5][C:4]([C:24]([O:26][CH3:27])=[O:25])=[C:3]([O:2][CH3:1])[CH:12]=2. The catalyst class is: 11. (3) Reactant: [Br:1][C:2]1[C:3]([CH:9]([CH3:11])[CH3:10])=[N:4][N:5]([CH2:7]O)[CH:6]=1.S(Cl)([Cl:14])=O. Product: [ClH:14].[Br:1][C:2]1[C:3]([CH:9]([CH3:11])[CH3:10])=[N:4][N:5]([CH2:7][Cl:14])[CH:6]=1. The catalyst class is: 4. (4) Reactant: [CH3:1][O:2][C:3]1[CH:4]=[C:5]([N:12]2[CH2:17][CH2:16][N:15]([CH:18]3[CH2:23][CH2:22][NH:21][CH2:20][CH2:19]3)[CH2:14][CH2:13]2)[CH:6]=[CH:7][C:8]=1[N+:9]([O-:11])=[O:10].C([O-])([O-])=O.[Na+].[Na+].I[CH:31]([F:33])[CH3:32].O. Product: [F:33][CH2:31][CH2:32][N:21]1[CH2:22][CH2:23][CH:18]([N:15]2[CH2:14][CH2:13][N:12]([C:5]3[CH:6]=[CH:7][C:8]([N+:9]([O-:11])=[O:10])=[C:3]([O:2][CH3:1])[CH:4]=3)[CH2:17][CH2:16]2)[CH2:19][CH2:20]1. The catalyst class is: 10. (5) Reactant: [NH:1]1[CH2:6][CH2:5][C:4]2([C:15]3[C:10](=[CH:11][CH:12]=[CH:13][CH:14]=3)[C@@H:9]([NH:16][C:17](=[O:19])[CH3:18])[CH2:8][CH2:7]2)[CH2:3][CH2:2]1.Br[CH2:21][C:22](=[O:27])[C:23]([CH3:26])([CH3:25])[CH3:24].C(=O)([O-])[O-].[Na+].[Na+].C(O)(C(F)(F)F)=O. Product: [CH3:24][C:23]([CH3:26])([CH3:25])[C:22](=[O:27])[CH2:21][N:1]1[CH2:6][CH2:5][C:4]2([C:15]3[C:10](=[CH:11][CH:12]=[CH:13][CH:14]=3)[C@@H:9]([NH:16][C:17](=[O:19])[CH3:18])[CH2:8][CH2:7]2)[CH2:3][CH2:2]1. The catalyst class is: 3. (6) Reactant: [F:1][C:2]1[CH:3]=[C:4]([C:9]2([OH:14])[CH2:13][CH2:12][NH:11][CH2:10]2)[CH:5]=[C:6]([F:8])[CH:7]=1.[C:15](#N)[CH3:16].C(=O)([O-])[O-].[K+].[K+].ICC. Product: [F:1][C:2]1[CH:3]=[C:4]([C:9]2([OH:14])[CH2:13][CH2:12][N:11]([CH2:15][CH3:16])[CH2:10]2)[CH:5]=[C:6]([F:8])[CH:7]=1. The catalyst class is: 6.